This data is from Forward reaction prediction with 1.9M reactions from USPTO patents (1976-2016). The task is: Predict the product of the given reaction. (1) Given the reactants [C:1]([O:4][CH2:5][CH:6]=[CH2:7])(=[O:3])[CH3:2].CC([CH2:11][C:12]([OH:14])=[O:13])=O, predict the reaction product. The product is: [C:1]([O:4][CH2:5][CH:6]([O:14][C:12](=[O:13])[CH3:11])[CH3:7])(=[O:3])[CH3:2]. (2) Given the reactants [C:1]1([CH2:7][CH2:8][CH2:9][C:10](=O)[CH2:11][C:12]([O:14]CC)=[O:13])[CH:6]=[CH:5][CH:4]=[CH:3][CH:2]=1.[N:18]([C:21]1[CH:31]=[CH:30][C:24]([C:25]([NH:27][CH2:28][CH3:29])=[O:26])=[CH:23][CH:22]=1)=[N+:19]=[N-:20].[O-]CC.[Na+].O, predict the reaction product. The product is: [CH2:28]([NH:27][C:25]([C:24]1[CH:30]=[CH:31][C:21]([N:18]2[C:10]([CH2:9][CH2:8][CH2:7][C:1]3[CH:2]=[CH:3][CH:4]=[CH:5][CH:6]=3)=[C:11]([C:12]([OH:14])=[O:13])[N:20]=[N:19]2)=[CH:22][CH:23]=1)=[O:26])[CH3:29]. (3) Given the reactants [NH2:1][C:2]1[N:7]=[CH:6][C:5]([N:8]([CH2:22][C:23](O)=[O:24])[S:9]([C:12]2[CH:17]=[CH:16][C:15]([C:18]([CH3:21])([CH3:20])[CH3:19])=[CH:14][CH:13]=2)(=[O:11])=[O:10])=[CH:4][CH:3]=1.[CH2:26]([NH:28][CH2:29][C:30]1[CH:35]=[CH:34][CH:33]=[C:32]([CH3:36])[N:31]=1)[CH3:27], predict the reaction product. The product is: [NH2:1][C:2]1[N:7]=[CH:6][C:5]([N:8]([S:9]([C:12]2[CH:17]=[CH:16][C:15]([C:18]([CH3:20])([CH3:21])[CH3:19])=[CH:14][CH:13]=2)(=[O:10])=[O:11])[CH2:22][C:23]([N:28]([CH2:26][CH3:27])[CH2:29][C:30]2[CH:35]=[CH:34][CH:33]=[C:32]([CH3:36])[N:31]=2)=[O:24])=[CH:4][CH:3]=1. (4) Given the reactants C(O[BH-](OC(=O)C)OC(=O)C)(=O)C.[Na+].[CH3:15][C:16]1[CH:17]=[C:18]([CH:20]=[CH:21][CH:22]=1)[NH2:19].[CH:23](=O)[C:24]1[CH:29]=[CH:28][CH:27]=[CH:26][CH:25]=1.C(O)(=O)C, predict the reaction product. The product is: [CH3:15][C:16]1[CH:17]=[C:18]([CH:20]=[CH:21][CH:22]=1)[NH:19][CH2:23][C:24]1[CH:29]=[CH:28][CH:27]=[CH:26][CH:25]=1. (5) Given the reactants [I:1][C:2]1[CH:7]=[CH:6][C:5]([OH:8])=[C:4]([CH3:9])[CH:3]=1.Cl[C:11]([F:16])([F:15])C(O)=O.C(=O)([O-])[O-].[K+].[K+], predict the reaction product. The product is: [F:15][CH:11]([F:16])[O:8][C:5]1[CH:6]=[CH:7][C:2]([I:1])=[CH:3][C:4]=1[CH3:9].